Predict the product of the given reaction. From a dataset of Forward reaction prediction with 1.9M reactions from USPTO patents (1976-2016). (1) Given the reactants [F:1][C:2]1[CH:7]=[C:6]([F:8])[CH:5]=[CH:4][C:3]=1[N:9]1[C:14]([CH3:15])=[CH:13][CH:12]=[C:11]([C:16]#N)[C:10]1=[O:18].[OH2:19].[OH-:20].[Na+], predict the reaction product. The product is: [F:1][C:2]1[CH:7]=[C:6]([F:8])[CH:5]=[CH:4][C:3]=1[N:9]1[C:14]([CH3:15])=[CH:13][CH:12]=[C:11]([C:16]([OH:20])=[O:19])[C:10]1=[O:18]. (2) Given the reactants [C:1]([C:4]1[CH:9]=[CH:8][C:7]([C:10]2[CH:15]=[CH:14][CH:13]=[C:12]([CH:16]3[N:20]([C:21]4[CH:26]=[CH:25][CH:24]=[CH:23][C:22]=4[Cl:27])[N:19]=[C:18]([C:28]([F:34])([F:33])[C:29]([F:32])([F:31])[F:30])[CH2:17]3)[CH:11]=2)=[CH:6][CH:5]=1)(=O)[CH3:2].Cl.[NH2:36][OH:37].O, predict the reaction product. The product is: [Cl:27][C:22]1[CH:23]=[CH:24][CH:25]=[CH:26][C:21]=1[N:20]1[CH:16]([C:12]2[CH:11]=[C:10]([C:7]3[CH:8]=[CH:9][C:4]([C:1](=[N:36][OH:37])[CH3:2])=[CH:5][CH:6]=3)[CH:15]=[CH:14][CH:13]=2)[CH2:17][C:18]([C:28]([F:34])([F:33])[C:29]([F:30])([F:31])[F:32])=[N:19]1. (3) The product is: [C:1]([O:5][C:6]([N:7]1[C:8]2[CH:13]=[CH:12][C:11]([C:14]#[N:15])=[CH:10][C:9]=2[NH:16][C:26]1=[O:28])=[O:17])([CH3:4])([CH3:2])[CH3:3]. Given the reactants [C:1]([O:5][C:6](=[O:17])[NH:7][C:8]1[CH:13]=[CH:12][C:11]([C:14]#[N:15])=[CH:10][C:9]=1[NH2:16])([CH3:4])([CH3:3])[CH3:2].C(N(CC)CC)C.Cl[C:26](Cl)([O:28]C(=O)OC(Cl)(Cl)Cl)Cl, predict the reaction product. (4) Given the reactants Br[C@:2]12[C@@H:9]([OH:10])[CH2:8][O:7][C@H:3]1[O:4][CH2:5][CH2:6]2.C(N(CC)CC)C.[C:18](OC(=O)C)(=[O:20])[CH3:19].CO, predict the reaction product. The product is: [C:18]([O:10][C@@H:9]1[C@H:2]2[C@H:3]([O:4][CH2:5][CH2:6]2)[O:7][CH2:8]1)(=[O:20])[CH3:19]. (5) Given the reactants [CH:1]1([C:4]2[N:8]=[C:7]([C:9]3[C:13]([CH3:14])=[C:12]([CH3:15])[S:11][C:10]=3[NH:16][C:17]([C:19]3[CH2:24]OC[CH2:21][C:20]=3[C:25]([O:27]CC)=[O:26])=[O:18])[O:6][N:5]=2)[CH2:3][CH2:2]1.[O:30]1CCOC[CH2:31]1, predict the reaction product. The product is: [CH:1]1([C:4]2[N:8]=[C:7]([C:9]3[C:13]([CH3:14])=[C:12]([CH3:15])[S:11][C:10]=3[NH:16][C:17]([C:19]3[CH2:24][CH2:31][O:30][CH2:21][C:20]=3[C:25]([OH:27])=[O:26])=[O:18])[O:6][N:5]=2)[CH2:3][CH2:2]1. (6) The product is: [Cl:1][C:2]1[CH:7]=[CH:6][C:5]([N:8]2[C@@H:12]([C:13]3[CH:18]=[CH:17][CH:16]=[C:15]([C:19]([F:21])([F:20])[F:22])[CH:14]=3)[CH2:11][N:10]([CH2:39][C:40]3[N:44]=[C:43]([C:45]4[CH:50]=[CH:49][C:48]([O:51][CH3:52])=[CH:47][CH:46]=4)[O:42][N:41]=3)[C:9]2=[O:23])=[CH:4][CH:3]=1. Given the reactants [Cl:1][C:2]1[CH:7]=[CH:6][C:5]([N:8]2[C@@H:12]([C:13]3[CH:18]=[CH:17][CH:16]=[C:15]([C:19]([F:22])([F:21])[F:20])[CH:14]=3)[CH2:11][NH:10][C:9]2=[O:23])=[CH:4][CH:3]=1.FC(F)(F)C1C=CC=C(C=C)C=1.[H-].[Na+].Cl[CH2:39][C:40]1[N:44]=[C:43]([C:45]2[CH:50]=[CH:49][C:48]([O:51][CH3:52])=[CH:47][CH:46]=2)[O:42][N:41]=1, predict the reaction product.